From a dataset of Catalyst prediction with 721,799 reactions and 888 catalyst types from USPTO. Predict which catalyst facilitates the given reaction. (1) Reactant: [CH3:1][N:2]([CH3:10])/[N:3]=[C:4](\[CH3:9])/[C:5]([F:8])([F:7])[F:6].C([N-]C(C)C)(C)C.[Li+].CCCCCCC.O1CCCC1.C(C1C=CC=CC=1)C.[F:39][C:40]1[C:45]([F:46])=[CH:44][CH:43]=[CH:42][C:41]=1/[C:47](=[N:50]\[S@@:51]([C:53]([CH3:56])([CH3:55])[CH3:54])=[O:52])/[CH2:48][F:49].C[Al](C)C.[NH4+].[Cl-]. Product: [F:39][C:40]1[C:45]([F:46])=[CH:44][CH:43]=[CH:42][C:41]=1[C:47]([NH:50][S@@:51]([C:53]([CH3:56])([CH3:55])[CH3:54])=[O:52])([CH2:9]/[C:4](=[N:3]/[N:2]([CH3:10])[CH3:1])/[C:5]([F:8])([F:7])[F:6])[CH2:48][F:49]. The catalyst class is: 182. (2) Reactant: [Br:1][C:2]1[C:10]2[C:5](=[N:6][CH:7]=[CH:8][C:9]=2[O:11][C:12]2[C:17]([F:18])=[CH:16][C:15]([NH:19][C:20](=[O:22])[CH3:21])=[CH:14][C:13]=2[F:23])[NH:4][CH:3]=1.C([Li])CCC.[C:29]1([CH3:39])[CH:34]=[CH:33][C:32]([S:35](Cl)(=[O:37])=[O:36])=[CH:31][CH:30]=1. Product: [Br:1][C:2]1[C:10]2[C:5](=[N:6][CH:7]=[CH:8][C:9]=2[O:11][C:12]2[C:17]([F:18])=[CH:16][C:15]([NH:19][C:20](=[O:22])[CH3:21])=[CH:14][C:13]=2[F:23])[N:4]([S:35]([C:32]2[CH:33]=[CH:34][C:29]([CH3:39])=[CH:30][CH:31]=2)(=[O:37])=[O:36])[CH:3]=1. The catalyst class is: 1. (3) Reactant: [CH3:1][O:2][C:3]([NH:5][C:6](=[C:10]1[CH2:15][CH2:14][O:13][CH2:12][CH2:11]1)[C:7]([OH:9])=O)=[O:4].CN(C(ON1N=NC2C=CC=NC1=2)=[N+](C)C)C.F[P-](F)(F)(F)(F)F.Cl.Cl.Cl.[CH3:43][O:44][C:45](=[O:89])[NH:46][CH:47]([C:51]([N:53]1[CH2:57][CH2:56][CH2:55][CH:54]1[C:58]1[NH:59][C:60]([C:63]2[CH:72]=[CH:71][C:70]3[C:65](=[CH:66][CH:67]=[C:68]([C:73]4[CH:78]=[CH:77][C:76]([C:79]5[NH:80][C:81]([CH:84]6[CH2:88][CH2:87][CH2:86][NH:85]6)=[N:82][CH:83]=5)=[CH:75][CH:74]=4)[CH:69]=3)[CH:64]=2)=[CH:61][N:62]=1)=[O:52])[CH:48]([CH3:50])[CH3:49].C(N(C(C)C)CC)(C)C. Product: [CH3:43][O:44][C:45](=[O:89])[NH:46][CH:47]([C:51]([N:53]1[CH2:57][CH2:56][CH2:55][CH:54]1[C:58]1[NH:59][C:60]([C:63]2[CH:72]=[CH:71][C:70]3[C:65](=[CH:66][CH:67]=[C:68]([C:73]4[CH:78]=[CH:77][C:76]([C:79]5[NH:80][C:81]([CH:84]6[CH2:88][CH2:87][CH2:86][N:85]6[C:7](=[O:9])[C:6]([NH:5][C:3]([O:2][CH3:1])=[O:4])=[C:10]6[CH2:15][CH2:14][O:13][CH2:12][CH2:11]6)=[N:82][CH:83]=5)=[CH:75][CH:74]=4)[CH:69]=3)[CH:64]=2)=[CH:61][N:62]=1)=[O:52])[CH:48]([CH3:50])[CH3:49]. The catalyst class is: 42. (4) The catalyst class is: 6. Product: [Cl:10][C:11]1[CH:12]=[C:13]([CH:16]=[CH:17][C:18]=1[O:19][CH3:20])[CH2:14][N:15]1[C:6]([CH3:8])=[CH:7][C:2]([OH:1])=[CH:3][C:4]1=[O:9]. Reactant: [OH:1][C:2]1[CH:7]=[C:6]([CH3:8])O[C:4](=[O:9])[CH:3]=1.[Cl:10][C:11]1[CH:12]=[C:13]([CH:16]=[CH:17][C:18]=1[O:19][CH3:20])[CH2:14][NH2:15]. (5) Reactant: [Si:1]([O:8][C@H:9]1[C@H:13]2[O:14][CH2:15][C@@H:16]([O:17][C:18]3[N:40]([CH2:41][O:42][CH2:43][CH2:44][Si:45]([CH3:48])([CH3:47])[CH3:46])[C:21]4=[N:22][C:23]([C:27]5[CH:32]=[CH:31][C:30]([C@H:33]6[CH2:38][CH2:37][C@H:36]([NH2:39])[CH2:35][CH2:34]6)=[CH:29][CH:28]=5)=[C:24]([Cl:26])[CH:25]=[C:20]4[N:19]=3)[C@H:12]2[O:11][CH2:10]1)([C:4]([CH3:7])([CH3:6])[CH3:5])([CH3:3])[CH3:2].[O:49]=[C:50](Cl)[O:51][C:52](Cl)(Cl)Cl.[O:57]1[CH2:62][CH2:61]C(O)[CH2:59][CH2:58]1. Product: [Si:1]([O:8][C@H:9]1[C@H:13]2[O:14][CH2:15][C@@H:16]([O:17][C:18]3[N:40]([CH2:41][O:42][CH2:43][CH2:44][Si:45]([CH3:48])([CH3:47])[CH3:46])[C:21]4=[N:22][C:23]([C:27]5[CH:32]=[CH:31][C:30]([C@H:33]6[CH2:38][CH2:37][C@H:36]([NH:39][C:50](=[O:49])[O:51][CH:52]7[CH2:61][CH2:62][O:57][CH2:58][CH2:59]7)[CH2:35][CH2:34]6)=[CH:29][CH:28]=5)=[C:24]([Cl:26])[CH:25]=[C:20]4[N:19]=3)[C@H:12]2[O:11][CH2:10]1)([C:4]([CH3:6])([CH3:7])[CH3:5])([CH3:3])[CH3:2]. The catalyst class is: 11.